From a dataset of Peptide-MHC class II binding affinity with 134,281 pairs from IEDB. Regression. Given a peptide amino acid sequence and an MHC pseudo amino acid sequence, predict their binding affinity value. This is MHC class II binding data. (1) The peptide sequence is TSVIIDGNCDGRGKS. The MHC is DRB1_0404 with pseudo-sequence DRB1_0404. The binding affinity (normalized) is 0.770. (2) The peptide sequence is SLETVAIDRPAEVRK. The MHC is DRB1_0404 with pseudo-sequence DRB1_0404. The binding affinity (normalized) is 0.562.